This data is from Full USPTO retrosynthesis dataset with 1.9M reactions from patents (1976-2016). The task is: Predict the reactants needed to synthesize the given product. Given the product [F:17][C:2]([F:1])([F:16])[C:3]([NH:5][C:6]1[C:15]2[N:14]=[CH:13][CH:12]=[CH:11][C:10]=2[C:9]([S:19]([Cl:18])(=[O:21])=[O:20])=[CH:8][CH:7]=1)=[O:4], predict the reactants needed to synthesize it. The reactants are: [F:1][C:2]([F:17])([F:16])[C:3]([NH:5][C:6]1[CH:7]=[CH:8][CH:9]=[C:10]2[C:15]=1[N:14]=[CH:13][CH:12]=[CH:11]2)=[O:4].[Cl:18][S:19](O)(=[O:21])=[O:20].